From a dataset of Forward reaction prediction with 1.9M reactions from USPTO patents (1976-2016). Predict the product of the given reaction. (1) Given the reactants [NH2:1][C:2]1[N:7]=[C:6]([CH3:8])[C:5]([CH2:9][NH:10][C:11]([C:13]2[CH:18]=[CH:17][N:16]=[C:15]([CH2:19][C:20]3[CH:21]=[C:22]4[C:27](=[C:28]([C:30](OC)=[O:31])[CH:29]=3)[N:26]=[CH:25][C:24]([Cl:34])=[CH:23]4)[CH:14]=2)=[O:12])=[C:4]([CH3:35])[CH:3]=1.[H-].[H-].[H-].[H-].[Li+].[Al+3], predict the reaction product. The product is: [NH2:1][C:2]1[N:7]=[C:6]([CH3:8])[C:5]([CH2:9][NH:10][C:11](=[O:12])[C:13]2[CH:18]=[CH:17][N:16]=[C:15]([CH2:19][C:20]3[CH:21]=[C:22]4[C:27](=[C:28]([CH2:30][OH:31])[CH:29]=3)[N:26]=[CH:25][C:24]([Cl:34])=[CH:23]4)[CH:14]=2)=[C:4]([CH3:35])[CH:3]=1. (2) Given the reactants [Cl:1][C:2]1[CH:3]=[C:4]2[C:8](=[CH:9][CH:10]=1)[N:7]([C:11]1[N:15]([CH3:16])[N:14]=[C:13]([CH3:17])[C:12]=1[CH2:18][CH:19]=[O:20])[CH:6]=[CH:5]2.P([O-])(O)(O)=[O:22].[Na+].Cl([O-])=O.[Na+].CC(=CC)C, predict the reaction product. The product is: [Cl:1][C:2]1[CH:3]=[C:4]2[C:8](=[CH:9][CH:10]=1)[N:7]([C:11]1[N:15]([CH3:16])[N:14]=[C:13]([CH3:17])[C:12]=1[CH2:18][C:19]([OH:22])=[O:20])[CH:6]=[CH:5]2.